From a dataset of Reaction yield outcomes from USPTO patents with 853,638 reactions. Predict the reaction yield, written as a fraction of the theoretical maximum amount of product (1.0 means a 100% yield; for example, 0.34 means a 34% yield). (1) The reactants are C(O)(=O)C.[F:5][C:6]1[CH:11]=[CH:10][N:9]=[C:8]([O:12][CH2:13][C:14]2[CH:19]=[CH:18][C:17](/[CH:20]=[CH:21]/[N+:22]([O-:24])=[O:23])=[CH:16][CH:15]=2)[CH:7]=1.[BH4-].[Na+]. The catalyst is CS(C)=O. The product is [F:5][C:6]1[CH:11]=[CH:10][N:9]=[C:8]([O:12][CH2:13][C:14]2[CH:15]=[CH:16][C:17]([CH2:20][CH2:21][N+:22]([O-:24])=[O:23])=[CH:18][CH:19]=2)[CH:7]=1. The yield is 0.550. (2) The reactants are [N:1]1([C:6]2[CH:11]=[CH:10][CH:9]=[CH:8][C:7]=2[P:12]2[C:17]([CH3:19])([CH3:18])[CH2:16][C:15](=O)[CH2:14][C:13]2([CH3:22])[CH3:21])[CH:5]=[CH:4][CH:3]=[CH:2]1.C(O)COCCO.O.NN.[OH-].[K+]. The catalyst is O.C(OCC)(=O)C. The product is [CH3:21][C:13]1([CH3:22])[CH2:14][CH2:15][CH2:16][C:17]([CH3:18])([CH3:19])[P:12]1[C:7]1[CH:8]=[CH:9][CH:10]=[CH:11][C:6]=1[N:1]1[CH:5]=[CH:4][CH:3]=[CH:2]1. The yield is 0.970. (3) The reactants are [F:1][C:2]1[CH:7]=[C:6]([F:8])[CH:5]=[CH:4][C:3]=1[C:9]1[C:14]([CH:15]([CH2:20][CH2:21][CH3:22])[C:16]([O:18]C)=[O:17])=[C:13]([CH3:23])[N:12]=[C:11]([N:24]2[CH2:29][CH2:28][CH2:27][CH2:26][CH2:25]2)[N:10]=1.[OH-].[Na+]. The catalyst is CO. The yield is 0.690. The product is [F:1][C:2]1[CH:7]=[C:6]([F:8])[CH:5]=[CH:4][C:3]=1[C:9]1[C:14]([CH:15]([CH2:20][CH2:21][CH3:22])[C:16]([OH:18])=[O:17])=[C:13]([CH3:23])[N:12]=[C:11]([N:24]2[CH2:25][CH2:26][CH2:27][CH2:28][CH2:29]2)[N:10]=1. (4) The reactants are [Br:1][C:2]1[CH:3]=[CH:4][C:5]([O:10][CH2:11]C)=[C:6]([CH:9]=1)C=O.ClC1C=C(C=CC=1)C(OO)=[O:18]. The catalyst is C(Cl)Cl. The product is [Br:1][C:2]1[CH:3]=[CH:4][C:5]([O:10][CH3:11])=[C:6]([OH:18])[CH:9]=1. The yield is 0.900. (5) The reactants are [NH2:1][C:2]1[CH:10]=[C:6]([C:7]([OH:9])=[O:8])[C:5]([OH:11])=[CH:4][CH:3]=1.[N+:12]([C:15]1[CH:23]=[CH:22][C:18]([CH2:19][CH2:20]Br)=[CH:17][CH:16]=1)([O-:14])=[O:13]. No catalyst specified. The product is [N+:12]([C:15]1[CH:23]=[CH:22][C:18]([CH2:19][CH2:20][NH:1][C:2]2[CH:10]=[C:6]([C:7]([OH:9])=[O:8])[C:5]([OH:11])=[CH:4][CH:3]=2)=[CH:17][CH:16]=1)([O-:14])=[O:13]. The yield is 0.500. (6) The product is [C:6]([C:7]1[CH:16]=[CH:15][C:10]([C:11]([O:13][CH3:14])=[O:12])=[CH:9][CH:8]=1)#[CH:5]. The catalyst is CO. The reactants are C[Si]([C:5]#[C:6][C:7]1[CH:16]=[CH:15][C:10]([C:11]([O:13][CH3:14])=[O:12])=[CH:9][CH:8]=1)(C)C.C(=O)([O-])[O-].[K+].[K+]. The yield is 0.980.